From a dataset of Forward reaction prediction with 1.9M reactions from USPTO patents (1976-2016). Predict the product of the given reaction. (1) Given the reactants [C:1]([O:5][C:6]([N:8]1[CH2:16][C:15]2[C:10](=[CH:11][C:12]([C:18]3[CH2:19][CH2:20][O:21][CH2:22][CH:23]=3)=[C:13](Cl)[CH:14]=2)[CH2:9]1)=[O:7])([CH3:4])([CH3:3])[CH3:2].C([Sn](CCCC)(CCCC)[CH:29]1[CH2:31][CH2:30]1)CCC, predict the reaction product. The product is: [C:1]([O:5][C:6]([N:8]1[CH2:16][C:15]2[C:10](=[CH:11][C:12]([C:18]3[CH2:19][CH2:20][O:21][CH2:22][CH:23]=3)=[C:13]([CH:29]3[CH2:31][CH2:30]3)[CH:14]=2)[CH2:9]1)=[O:7])([CH3:4])([CH3:3])[CH3:2]. (2) Given the reactants [NH2:1][C@@H:2]1[CH2:7][CH2:6][C@H:5]([N:8]2[C:13](=[O:14])[C:12]3[CH:15]=[C:16]([F:19])[CH:17]=[N:18][C:11]=3[N:10]([C:20]3[CH:21]=[C:22]([C:26]4[CH:31]=[CH:30][C:29]([CH2:32][N:33]5[CH2:39][CH2:38][CH2:37][N:36]([CH3:40])[CH2:35][CH2:34]5)=[CH:28][CH:27]=4)[CH:23]=[CH:24][CH:25]=3)[C:9]2=[O:41])[CH2:4][CH2:3]1.[C:42]([O:46][C:47]([NH:49][C:50]([CH3:55])([CH3:54])[C:51](O)=[O:52])=[O:48])([CH3:45])([CH3:44])[CH3:43], predict the reaction product. The product is: [F:19][C:16]1[CH:17]=[N:18][C:11]2[N:10]([C:20]3[CH:21]=[C:22]([C:26]4[CH:27]=[CH:28][C:29]([CH2:32][N:33]5[CH2:39][CH2:38][CH2:37][N:36]([CH3:40])[CH2:35][CH2:34]5)=[CH:30][CH:31]=4)[CH:23]=[CH:24][CH:25]=3)[C:9](=[O:41])[N:8]([C@@H:5]3[CH2:6][CH2:7][C@H:2]([NH:1][C:51](=[O:52])[C:50]([NH:49][C:47](=[O:48])[O:46][C:42]([CH3:45])([CH3:44])[CH3:43])([CH3:55])[CH3:54])[CH2:3][CH2:4]3)[C:13](=[O:14])[C:12]=2[CH:15]=1. (3) Given the reactants [C:1]([C:3]1([C:11]2[CH:16]=[CH:15][C:14]([NH:17][C:18]([C:20]3[N:21](COCC[Si](C)(C)C)[CH:22]=[C:23]([C:25]#[N:26])[N:24]=3)=[O:19])=[C:13]([C:35]3[CH2:40][CH2:39][C:38]([CH3:42])([CH3:41])[CH2:37][CH:36]=3)[CH:12]=2)[CH2:8][CH2:7][S:6](=[O:10])(=[O:9])[CH2:5][CH2:4]1)#[N:2].C(O)(C(F)(F)F)=O.CCO, predict the reaction product. The product is: [C:1]([C:3]1([C:11]2[CH:16]=[CH:15][C:14]([NH:17][C:18]([C:20]3[NH:21][CH:22]=[C:23]([C:25]#[N:26])[N:24]=3)=[O:19])=[C:13]([C:35]3[CH2:40][CH2:39][C:38]([CH3:42])([CH3:41])[CH2:37][CH:36]=3)[CH:12]=2)[CH2:4][CH2:5][S:6](=[O:9])(=[O:10])[CH2:7][CH2:8]1)#[N:2]. (4) Given the reactants [Si:1]([O:8][CH2:9][C:10]1[CH:15]=[C:14]([C:16]([F:19])([F:18])[F:17])[CH:13]=[CH:12][C:11]=1[CH:20]([CH:22]1[CH2:27][CH2:26][CH2:25][CH2:24][CH2:23]1)[OH:21])([C:4]([CH3:7])([CH3:6])[CH3:5])([CH3:3])[CH3:2].[H-].[Na+].[CH3:30]I.O, predict the reaction product. The product is: [CH:22]1([CH:20]([O:21][CH3:30])[C:11]2[CH:12]=[CH:13][C:14]([C:16]([F:19])([F:18])[F:17])=[CH:15][C:10]=2[CH2:9][O:8][Si:1]([C:4]([CH3:7])([CH3:6])[CH3:5])([CH3:3])[CH3:2])[CH2:23][CH2:24][CH2:25][CH2:26][CH2:27]1. (5) Given the reactants Cl.[NH2:2][CH:3]([CH2:9][CH2:10][CH2:11][CH3:12])[C:4]([O:6][CH2:7][CH3:8])=[O:5].[O-]S([O-])(=O)=O.[Mg+2].CCN(CC)CC.[CH:26](=O)[C:27]1[CH:32]=[CH:31][CH:30]=[CH:29][CH:28]=1, predict the reaction product. The product is: [CH:26](=[N:2][CH:3]([CH2:9][CH2:10][CH2:11][CH3:12])[C:4]([O:6][CH2:7][CH3:8])=[O:5])[C:27]1[CH:32]=[CH:31][CH:30]=[CH:29][CH:28]=1.